Dataset: Reaction yield outcomes from USPTO patents with 853,638 reactions. Task: Predict the reaction yield, written as a fraction of the theoretical maximum amount of product (1.0 means a 100% yield; for example, 0.34 means a 34% yield). (1) The reactants are C([O:8][C:9]1[CH:35]=[CH:34][C:12]([N:13]([CH2:24][CH2:25][O:26][Si:27]([C:30]([CH3:33])([CH3:32])[CH3:31])([CH3:29])[CH3:28])[CH2:14][CH2:15][O:16][Si:17]([C:20]([CH3:23])([CH3:22])[CH3:21])([CH3:19])[CH3:18])=[CH:11][CH:10]=1)C1C=CC=CC=1. The catalyst is C1COCC1.[Pd]. The product is [Si:17]([O:16][CH2:15][CH2:14][N:13]([C:12]1[CH:34]=[CH:35][C:9]([OH:8])=[CH:10][CH:11]=1)[CH2:24][CH2:25][O:26][Si:27]([C:30]([CH3:31])([CH3:32])[CH3:33])([CH3:29])[CH3:28])([C:20]([CH3:21])([CH3:22])[CH3:23])([CH3:19])[CH3:18]. The yield is 1.00. (2) The reactants are [F:1][C:2]([F:39])([F:38])[C:3]1[CH:4]=[C:5]([C@H:13]2[O:17][C:16](=[O:18])[N:15]([CH2:19][C:20]3[C:25](B4OC(C)(C)C(C)(C)O4)=[CH:24][N:23]=[C:22]([S:35][CH3:36])[N:21]=3)[C@H:14]2[CH3:37])[CH:6]=[C:7]([C:9]([F:12])([F:11])[F:10])[CH:8]=1.Br[C:41]1[S:45][C:44]([C:46]2[CH:54]=[CH:53][C:49]([C:50]([OH:52])=[O:51])=[CH:48][C:47]=2[CH3:55])=[N:43][C:42]=1[C:56]([CH3:59])([CH3:58])[CH3:57].P([O-])([O-])([O-])=O.[K+].[K+].[K+]. The catalyst is C1COCC1.O.C1C=CC(P(C2C=CC=CC=2)C2C=CC=CC=2)=CC=1.C1C=CC(P(C2C=CC=CC=2)C2C=CC=CC=2)=CC=1.C1C=CC(P(C2C=CC=CC=2)C2C=CC=CC=2)=CC=1.C1C=CC(P(C2C=CC=CC=2)C2C=CC=CC=2)=CC=1.[Pd]. The product is [F:1][C:2]([F:39])([F:38])[C:3]1[CH:4]=[C:5]([C@H:13]2[O:17][C:16](=[O:18])[N:15]([CH2:19][C:20]3[C:25]([C:41]4[S:45][C:44]([C:46]5[CH:54]=[CH:53][C:49]([C:50]([OH:52])=[O:51])=[CH:48][C:47]=5[CH3:55])=[N:43][C:42]=4[C:56]([CH3:59])([CH3:58])[CH3:57])=[CH:24][N:23]=[C:22]([S:35][CH3:36])[N:21]=3)[C@H:14]2[CH3:37])[CH:6]=[C:7]([C:9]([F:10])([F:12])[F:11])[CH:8]=1. The yield is 0.0900. (3) The reactants are [CH:1]([O:4][C:5]1[CH:10]=[C:9]([O:11][C:12]2[CH:17]=[CH:16][C:15]([C:18]([F:21])([F:20])[F:19])=[CH:14][N:13]=2)[CH:8]=[CH:7][C:6]=1[CH2:22][CH2:23][C:24](OC)=[O:25])([CH3:3])[CH3:2].[H-].[Al+3].[Li+].[H-].[H-].[H-].O.O.O.O.O.O.O.O.O.O.S([O-])([O-])(=O)=O.[Na+].[Na+]. The catalyst is O1CCCC1. The product is [CH:1]([O:4][C:5]1[CH:10]=[C:9]([O:11][C:12]2[CH:17]=[CH:16][C:15]([C:18]([F:19])([F:20])[F:21])=[CH:14][N:13]=2)[CH:8]=[CH:7][C:6]=1[CH2:22][CH2:23][CH2:24][OH:25])([CH3:3])[CH3:2]. The yield is 0.950. (4) The reactants are O.O.Cl.[NH2:4][C:5]1[N:14]=[C:13]([NH2:15])[C:12]2[C:7](=[N:8][CH:9]=[C:10]([CH2:16][N:17]([CH3:27])[C:18]3[CH:26]=[CH:25][C:21](C(O)=O)=[CH:20][CH:19]=3)[N:11]=2)[N:6]=1.NC1N=C(N)C2C(=NC=C(CN(C3C=CC([C:47](O)=[O:48])=CC=3)C)N=2)N=1.O.O.C(P(=O)(OCC)OCC)#N.CCN(C(C)C)C(C)C.C(O)(=O)C.[CH2:77]([O:79][C:80](=[O:96])[C@@H:81]([O:83][P:84]([CH2:93][CH2:94][NH2:95])([O:86][C:87]1[CH:92]=[CH:91][CH:90]=[CH:89][CH:88]=1)=[O:85])[CH3:82])[CH3:78]. The catalyst is CN(C=O)C. The product is [CH2:77]([O:79][C:80](=[O:96])[CH:81]([O:83][P:84]([CH2:93][CH2:94][NH:95][C:47](=[O:48])[C:21]1[CH:20]=[CH:19][C:18]([N:17]([CH2:16][C:10]2[N:11]=[C:12]3[C:7](=[N:8][CH:9]=2)[N:6]=[C:5]([NH2:4])[N:14]=[C:13]3[NH2:15])[CH3:27])=[CH:26][CH:25]=1)([O:86][C:87]1[CH:92]=[CH:91][CH:90]=[CH:89][CH:88]=1)=[O:85])[CH3:82])[CH3:78]. The yield is 0.650. (5) The reactants are [Cl:1][C:2]1[CH:7]=[CH:6][CH:5]=[CH:4][C:3]=1[C:8]1[C:9]([OH:15])=[CH:10][CH:11]=[CH:12][C:13]=1[Cl:14].[H-].[Na+].[CH2:18](Br)[CH:19]=[CH2:20]. The catalyst is CN(C=O)C. The product is [CH2:20]([O:15][C:9]1[C:8]([C:3]2[CH:4]=[CH:5][CH:6]=[CH:7][C:2]=2[Cl:1])=[C:13]([Cl:14])[CH:12]=[CH:11][CH:10]=1)[CH:19]=[CH2:18]. The yield is 1.00. (6) The reactants are [Cl:1][C:2]1[N:7]=[N:6][C:5]([NH2:8])=[CH:4][CH:3]=1.C(=O)(O)[O-].[Na+].[Br:14]Br. The catalyst is C(O)C. The product is [Br:14][C:4]1[CH:3]=[C:2]([Cl:1])[N:7]=[N:6][C:5]=1[NH2:8]. The yield is 0.713. (7) The reactants are [O-]P([O-])([O-])=O.[K+].[K+].[K+].[C@@H]1(N)CCCC[C@H]1N.I[C:18]1[CH:19]=[C:20]([CH3:25])[CH:21]=[C:22]([CH3:24])[CH:23]=1.[NH:26]1[CH2:30][CH2:29][CH2:28][C:27]1=[O:31].CCCCCCCCCCCC. The catalyst is [Cu]I.O1CCOCC1. The product is [CH3:24][C:22]1[CH:23]=[C:18]([N:26]2[CH2:30][CH2:29][CH2:28][C:27]2=[O:31])[CH:19]=[C:20]([CH3:25])[CH:21]=1. The yield is 0.990. (8) The reactants are [Br:1][C:2]1[CH:8]=[C:7]([CH3:9])[C:5]([NH2:6])=[C:4]([CH3:10])[CH:3]=1.[CH:11]1([CH2:16][C:17](Cl)=[O:18])[CH2:15][CH2:14][CH2:13][CH2:12]1. The catalyst is C(#N)C. The product is [Br:1][C:2]1[CH:8]=[C:7]([CH3:9])[C:5]([NH:6][C:17](=[O:18])[CH2:16][CH:11]2[CH2:15][CH2:14][CH2:13][CH2:12]2)=[C:4]([CH3:10])[CH:3]=1. The yield is 0.920. (9) The reactants are [CH3:1][C:2]1[CH:7]=[C:6]([O:8][CH2:9][C:10]2[CH:11]=[N:12][CH:13]=[CH:14][CH:15]=2)[CH:5]=[CH:4][C:3]=1[NH:16][C:17]1[O:18][CH2:19][C:20](=[O:27])[C:21]=1[C:22]([O:24][CH2:25][CH3:26])=[O:23].[NH:28]1[C:36]2[C:31](=[CH:32][CH:33]=[CH:34][N:35]=2)[C:30]([CH:37]=O)=[CH:29]1.N1CCC[C@H]1C(O)=O. The catalyst is C(O)C. The product is [NH:28]1[C:36]2=[N:35][CH:34]=[CH:33][CH:32]=[C:31]2[C:30]([CH:37]=[C:19]2[O:18][C:17]([NH:16][C:3]3[CH:4]=[CH:5][C:6]([O:8][CH2:9][C:10]4[CH:11]=[N:12][CH:13]=[CH:14][CH:15]=4)=[CH:7][C:2]=3[CH3:1])=[C:21]([C:22]([O:24][CH2:25][CH3:26])=[O:23])[C:20]2=[O:27])=[CH:29]1. The yield is 0.0900. (10) The reactants are [Cl:1][C:2]1[CH:3]=[C:4]([C:9]2([C:15]([OH:17])=O)[CH2:14][CH2:13][CH2:12][CH2:11][CH2:10]2)[CH:5]=[CH:6][C:7]=1[Cl:8].[CH3:18][NH:19][CH3:20]. No catalyst specified. The product is [Cl:1][C:2]1[CH:3]=[C:4]([C:9]2([C:15]([N:19]([CH3:20])[CH3:18])=[O:17])[CH2:14][CH2:13][CH2:12][CH2:11][CH2:10]2)[CH:5]=[CH:6][C:7]=1[Cl:8]. The yield is 0.360.